Dataset: Full USPTO retrosynthesis dataset with 1.9M reactions from patents (1976-2016). Task: Predict the reactants needed to synthesize the given product. (1) Given the product [CH2:1]([N:3]1[CH2:4][CH2:5][CH:6]([CH2:9][CH2:10][CH2:21][OH:22])[CH2:7][CH2:8]1)[CH3:2], predict the reactants needed to synthesize it. The reactants are: [CH2:1]([N:3]1[CH2:8][CH2:7][CH:6]([CH2:9][CH2:10]O)[CH2:5][CH2:4]1)[CH3:2].Cl.N1CCC(CC[CH2:21][OH:22])CC1. (2) Given the product [NH2:40][S:37]([C:34]1[CH:33]=[CH:32][C:31]([CH:27]([OH:26])[CH2:28][N:29]([CH2:20][C:18]2[S:19][C:12]3[C:11](=[O:23])[C:10]([C:8]([NH:7][CH2:6][C:5]4[CH:4]=[CH:3][C:2]([Cl:1])=[CH:25][CH:24]=4)=[O:9])=[CH:15][N:14]([CH3:16])[C:13]=3[C:17]=2[CH3:22])[CH3:30])=[CH:36][CH:35]=1)(=[O:38])=[O:39], predict the reactants needed to synthesize it. The reactants are: [Cl:1][C:2]1[CH:25]=[CH:24][C:5]([CH2:6][NH:7][C:8]([C:10]2[C:11](=[O:23])[C:12]3[S:19][C:18]([CH2:20]Cl)=[C:17]([CH3:22])[C:13]=3[N:14]([CH3:16])[CH:15]=2)=[O:9])=[CH:4][CH:3]=1.[OH:26][CH:27]([C:31]1[CH:36]=[CH:35][C:34]([S:37]([NH2:40])(=[O:39])=[O:38])=[CH:33][CH:32]=1)[CH2:28][NH:29][CH3:30].C(N(C(C)C)CC)(C)C. (3) Given the product [NH2:14][C@H:7]1[C:8]2[C:13](=[CH:12][CH:11]=[CH:10][CH:9]=2)[N:4]([C:1](=[O:3])[CH3:2])[C@@H:5]([CH3:26])[C@@H:6]1[CH3:25], predict the reactants needed to synthesize it. The reactants are: [C:1]([N:4]1[C:13]2[C:8](=[CH:9][CH:10]=[CH:11][CH:12]=2)[C@H:7]([NH:14]C(=O)OCC2C=CC=CC=2)[C@@H:6]([CH3:25])[C@@H:5]1[CH3:26])(=[O:3])[CH3:2]. (4) Given the product [CH3:20][O:19][C:16]1[CH:17]=[C:18]2[C:13](=[CH:14][C:15]=1[O:21][CH3:22])[N:12]=[CH:11][CH:10]=[C:9]2[O:8][C:7]1[C:2]([C:26]2[CH:27]=[CH:28][CH:29]=[CH:30][C:25]=2[CH3:24])=[N:3][C:4]([CH3:23])=[CH:5][CH:6]=1, predict the reactants needed to synthesize it. The reactants are: I[C:2]1[C:7]([O:8][C:9]2[C:18]3[C:13](=[CH:14][C:15]([O:21][CH3:22])=[C:16]([O:19][CH3:20])[CH:17]=3)[N:12]=[CH:11][CH:10]=2)=[CH:6][CH:5]=[C:4]([CH3:23])[N:3]=1.[CH3:24][C:25]1[CH:30]=[CH:29][CH:28]=[CH:27][C:26]=1B(O)O.C(=O)([O-])O.[Na+]. (5) Given the product [NH2:13][C:12]1[C:3]2[CH:4]=[C:5]3[C:10]([CH2:9][CH2:8][CH:7]=[CH:6]3)=[CH:11][C:2]=2[O:1][C:18]=1[C:17]([C:16]1[CH:21]=[CH:22][C:23]([Cl:25])=[CH:24][C:15]=1[Cl:14])=[O:20], predict the reactants needed to synthesize it. The reactants are: [OH:1][C:2]1[C:3]([C:12]#[N:13])=[CH:4][C:5]2[CH:6]=[CH:7][CH2:8][CH2:9][C:10]=2[CH:11]=1.[Cl:14][C:15]1[CH:24]=[C:23]([Cl:25])[CH:22]=[CH:21][C:16]=1[C:17](=[O:20])[CH2:18]Cl.C(=O)([O-])[O-].[K+].[K+].C(OCC)(=O)C.